From a dataset of Catalyst prediction with 721,799 reactions and 888 catalyst types from USPTO. Predict which catalyst facilitates the given reaction. (1) Reactant: [NH2:1][C@H:2]([C:4]1[N:13]([CH:14]2[CH2:16][CH2:15]2)[C:12](=[O:17])[C:11]2[C:6](=[CH:7][CH:8]=[CH:9][C:10]=2[Cl:18])[N:5]=1)[CH3:3].Cl[C:20]1[N:25]=[CH:24][N:23]=[C:22]([NH2:26])[C:21]=1[C:27]1[N:31]=[C:30]([CH2:32][CH3:33])[O:29][N:28]=1.CCN(C(C)C)C(C)C. Product: [NH2:26][C:22]1[N:23]=[CH:24][N:25]=[C:20]([NH:1][C@H:2]([C:4]2[N:13]([CH:14]3[CH2:16][CH2:15]3)[C:12](=[O:17])[C:11]3[C:6](=[CH:7][CH:8]=[CH:9][C:10]=3[Cl:18])[N:5]=2)[CH3:3])[C:21]=1[C:27]1[N:31]=[C:30]([CH2:32][CH3:33])[O:29][N:28]=1. The catalyst class is: 114. (2) Reactant: [CH3:1][C:2]1[C:10]2[C:5](=[N:6][CH:7]=[C:8]([C:17]3[CH:22]=[CH:21][CH:20]=[CH:19][CH:18]=3)[C:9]=2[N:11]2[CH2:16][CH2:15][NH:14][CH2:13][CH2:12]2)[NH:4][CH:3]=1.[C:23]([O:27][C:28]([NH:30][CH2:31][CH2:32][CH:33]([CH2:37][C:38]1[CH:43]=[CH:42][C:41]([Cl:44])=[CH:40][CH:39]=1)[C:34](O)=[O:35])=[O:29])([CH3:26])([CH3:25])[CH3:24].C1C=CC2N(O)N=NC=2C=1.O.CCN=C=NCCCN(C)C.CCN(C(C)C)C(C)C.C([O-])([O-])=O.[Na+].[Na+]. The catalyst class is: 2. Product: [Cl:44][C:41]1[CH:42]=[CH:43][C:38]([CH2:37][CH:33]([C:34]([N:14]2[CH2:13][CH2:12][N:11]([C:9]3[C:8]([C:17]4[CH:18]=[CH:19][CH:20]=[CH:21][CH:22]=4)=[CH:7][N:6]=[C:5]4[NH:4][CH:3]=[C:2]([CH3:1])[C:10]=34)[CH2:16][CH2:15]2)=[O:35])[CH2:32][CH2:31][NH:30][C:28](=[O:29])[O:27][C:23]([CH3:26])([CH3:25])[CH3:24])=[CH:39][CH:40]=1. (3) Reactant: C([O:5][C:6](=[O:78])[CH2:7][CH2:8][CH2:9][CH2:10][CH2:11][CH2:12][CH2:13][CH2:14][CH2:15][CH2:16][CH2:17][CH2:18][CH2:19][CH2:20][CH2:21][CH2:22][CH2:23][CH2:24][C:25](=[O:77])[NH:26][CH2:27][C@H:28]1[CH2:33][CH2:32][C@H:31]([C:34](=[O:76])[NH:35][C@H:36]([C:69]([O:71]C(C)(C)C)=[O:70])[CH2:37][CH2:38][C:39](=[O:68])[NH:40][CH2:41][CH2:42][O:43][CH2:44][CH2:45][O:46][CH2:47][C:48](=[O:67])[NH:49][CH2:50][CH2:51][O:52][CH2:53][CH2:54][O:55][CH2:56][C:57]([O:59][N:60]2[C:64](=[O:65])[CH2:63][CH2:62][C:61]2=[O:66])=[O:58])[CH2:30][CH2:29]1)(C)(C)C. Product: [C:69]([C@@H:36]([NH:35][C:34]([C@H:31]1[CH2:30][CH2:29][C@H:28]([CH2:27][NH:26][C:25]([CH2:24][CH2:23][CH2:22][CH2:21][CH2:20][CH2:19][CH2:18][CH2:17][CH2:16][CH2:15][CH2:14][CH2:13][CH2:12][CH2:11][CH2:10][CH2:9][CH2:8][CH2:7][C:6]([OH:78])=[O:5])=[O:77])[CH2:33][CH2:32]1)=[O:76])[CH2:37][CH2:38][C:39](=[O:68])[NH:40][CH2:41][CH2:42][O:43][CH2:44][CH2:45][O:46][CH2:47][C:48](=[O:67])[NH:49][CH2:50][CH2:51][O:52][CH2:53][CH2:54][O:55][CH2:56][C:57]([O:59][N:60]1[C:64](=[O:65])[CH2:63][CH2:62][C:61]1=[O:66])=[O:58])([OH:71])=[O:70]. The catalyst class is: 67. (4) Reactant: O[CH2:2][C:3]1[CH:8]=[CH:7][N:6]=[C:5]([NH:9][C:10](=[O:12])[CH3:11])[CH:4]=1.S(Cl)([Cl:15])=O. Product: [ClH:15].[Cl:15][CH2:2][C:3]1[CH:8]=[CH:7][N:6]=[C:5]([NH:9][C:10](=[O:12])[CH3:11])[CH:4]=1. The catalyst class is: 4.